Dataset: Catalyst prediction with 721,799 reactions and 888 catalyst types from USPTO. Task: Predict which catalyst facilitates the given reaction. (1) Reactant: [Cl:1][C:2]1[C:7]([F:8])=[C:6]([O:9][CH3:10])[CH:5]=[CH:4][C:3]=1[CH:11]([NH:19][C:20]1[CH:29]=[C:28]([F:30])[CH:27]=[C:26]2[C:21]=1[CH:22]=[CH:23][C:24](=[O:31])[NH:25]2)[C:12]1([C:15]([F:18])([F:17])[F:16])[CH2:14][O:13]1.C([O-])([O-])=O.[Cs+].[Cs+].[CH2:38]([SH:40])[CH3:39].O. Product: [Cl:1][C:2]1[C:7]([F:8])=[C:6]([O:9][CH3:10])[CH:5]=[CH:4][C:3]=1[CH:11]([NH:19][C:20]1[CH:29]=[C:28]([F:30])[CH:27]=[C:26]2[C:21]=1[CH:22]=[CH:23][C:24](=[O:31])[NH:25]2)[C:12]([CH2:14][S:40][CH2:38][CH3:39])([OH:13])[C:15]([F:16])([F:17])[F:18]. The catalyst class is: 3. (2) Product: [CH2:11]([N:8]([CH2:9][CH3:10])[C:6](=[O:7])[CH:5]([CH2:13][CH2:14][O:15][CH2:16][CH2:17][O:18][CH2:19][CH2:20][O:21][CH2:22][CH2:23][OH:24])[C:4]([N:3]([CH2:1][CH3:2])[CH2:32][CH3:33])=[O:31])[CH3:12]. Reactant: [CH2:1]([N:3]([CH2:32][CH3:33])[C:4](=[O:31])[CH:5]([CH2:13][CH2:14][O:15][CH2:16][CH2:17][O:18][CH2:19][CH2:20][O:21][CH2:22][CH2:23][O:24]C1CCCCO1)[C:6]([N:8]([CH2:11][CH3:12])[CH2:9][CH3:10])=[O:7])[CH3:2].C([O-])(O)=O.[Na+]. The catalyst class is: 82. (3) Reactant: [CH3:1][C:2]1[C:3]([C:9]([OH:11])=O)=[N:4][O:5][C:6]=1[CH:7]=[CH2:8].C(Cl)(=O)C(Cl)=O.[NH2:18][C:19]1[C:20](=[O:32])[N:21]([CH:26]2[CH2:31][CH2:30][CH2:29][CH2:28][CH2:27]2)[N:22]([CH3:25])[C:23]=1[CH3:24].C(N(CC)CC)C. Product: [CH:26]1([N:21]2[C:20](=[O:32])[C:19]([NH:18][C:9]([C:3]3[C:2]([CH3:1])=[C:6]([CH:7]=[CH2:8])[O:5][N:4]=3)=[O:11])=[C:23]([CH3:24])[N:22]2[CH3:25])[CH2:27][CH2:28][CH2:29][CH2:30][CH2:31]1. The catalyst class is: 606. (4) Reactant: [I:1][C:2]1[CH:7]=[CH:6][C:5]([OH:8])=[C:4]([CH3:9])[CH:3]=1.C(=O)([O-])[O-].[K+].[K+].Br[CH2:17][C:18]([O:20][CH2:21][CH3:22])=[O:19]. Product: [I:1][C:2]1[CH:7]=[CH:6][C:5]([O:8][CH2:17][C:18]([O:20][CH2:21][CH3:22])=[O:19])=[C:4]([CH3:9])[CH:3]=1. The catalyst class is: 21. (5) Reactant: [F:1][C:2]1[CH:7]=[CH:6][C:5]([CH:8](O)[CH3:9])=[CH:4][CH:3]=1.[Br:11][Si](C)(C)C. The catalyst class is: 4. Product: [Br:11][CH:8]([C:5]1[CH:6]=[CH:7][C:2]([F:1])=[CH:3][CH:4]=1)[CH3:9]. (6) The catalyst class is: 14. Reactant: [Cl:1][C:2]1[CH:7]=[CH:6][C:5]([C:8]([N:17]2[C:25]3[C:20](=[C:21]([N:26](COCC[Si](C)(C)C)[S:27]([CH3:30])(=[O:29])=[O:28])[CH:22]=[CH:23][CH:24]=3)[CH:19]=[CH:18]2)([CH2:11][CH2:12][C:13]([F:16])([F:15])[F:14])[CH2:9][CH3:10])=[CH:4][CH:3]=1.Cl. Product: [Cl:1][C:2]1[CH:7]=[CH:6][C:5]([C:8]([N:17]2[C:25]3[C:20](=[C:21]([NH:26][S:27]([CH3:30])(=[O:28])=[O:29])[CH:22]=[CH:23][CH:24]=3)[CH:19]=[CH:18]2)([CH2:11][CH2:12][C:13]([F:16])([F:14])[F:15])[CH2:9][CH3:10])=[CH:4][CH:3]=1. (7) Reactant: N1CCCCC1.C1C2C(COC([N:24]3[CH2:29][CH2:28][CH2:27][CH2:26][C@H:25]3[C:30](=[O:49])[NH:31][CH2:32][C:33]3[CH:38]=[C:37]([Cl:39])[CH:36]=[CH:35][C:34]=3[CH2:40][NH:41][C:42]([O:44][C:45]([CH3:48])([CH3:47])[CH3:46])=[O:43])=O)C3C(=CC=CC=3)C=2C=CC=1. Product: [C:45]([O:44][C:42](=[O:43])[NH:41][CH2:40][C:34]1[CH:35]=[CH:36][C:37]([Cl:39])=[CH:38][C:33]=1[CH2:32][NH:31][C:30]([C@@H:25]1[CH2:26][CH2:27][CH2:28][CH2:29][NH:24]1)=[O:49])([CH3:48])([CH3:46])[CH3:47]. The catalyst class is: 2.